From a dataset of Full USPTO retrosynthesis dataset with 1.9M reactions from patents (1976-2016). Predict the reactants needed to synthesize the given product. Given the product [I:1][C:2]1[CH:7]=[CH:6][C:5]([N:8]2[CH:12]=[CH:11][CH:10]=[N:9]2)=[CH:4][C:3]=1[CH:13]=[O:14], predict the reactants needed to synthesize it. The reactants are: [I:1][C:2]1[CH:7]=[CH:6][C:5]([N:8]2[CH:12]=[CH:11][CH:10]=[N:9]2)=[CH:4][C:3]=1[CH2:13][OH:14].C[N+]1([O-])CCOCC1.C(Cl)Cl.